Task: Predict the reactants needed to synthesize the given product.. Dataset: Full USPTO retrosynthesis dataset with 1.9M reactions from patents (1976-2016) Given the product [Si:15]([O:22][CH:23]1[CH2:24][CH2:25][C:26]([CH2:29][C:30]#[N:31])([N:12]2[CH:13]=[C:9]([B:4]3[O:5][C:6]([CH3:7])([CH3:8])[C:2]([CH3:14])([CH3:1])[O:3]3)[CH:10]=[N:11]2)[CH2:27][CH2:28]1)([C:18]([CH3:21])([CH3:20])[CH3:19])([CH3:17])[CH3:16], predict the reactants needed to synthesize it. The reactants are: [CH3:1][C:2]1([CH3:14])[C:6]([CH3:8])([CH3:7])[O:5][B:4]([C:9]2[CH:10]=[N:11][NH:12][CH:13]=2)[O:3]1.[Si:15]([O:22][CH:23]1[CH2:28][CH2:27][C:26](=[CH:29][C:30]#[N:31])[CH2:25][CH2:24]1)([C:18]([CH3:21])([CH3:20])[CH3:19])([CH3:17])[CH3:16].N12CCCN=C1CCCCC2.